From a dataset of Peptide-MHC class II binding affinity with 134,281 pairs from IEDB. Regression. Given a peptide amino acid sequence and an MHC pseudo amino acid sequence, predict their binding affinity value. This is MHC class II binding data. The peptide sequence is AAFKIAATAANSAPA. The MHC is HLA-DPA10103-DPB10301 with pseudo-sequence HLA-DPA10103-DPB10301. The binding affinity (normalized) is 1.00.